From a dataset of Reaction yield outcomes from USPTO patents with 853,638 reactions. Predict the reaction yield, written as a fraction of the theoretical maximum amount of product (1.0 means a 100% yield; for example, 0.34 means a 34% yield). (1) No catalyst specified. The yield is 0.290. The product is [F:13][C:14]1[CH:15]=[CH:16][C:17]([C:20]2[CH:9]=[C:10]([CH:11]([C:2]3[CH:7]=[CH:6][N:5]=[CH:4][CH:3]=3)[CH3:12])[O:31][N:21]=2)=[CH:18][CH:19]=1. The reactants are I[C:2]1[CH:7]=[CH:6][N:5]=[CH:4][CH:3]=1.[Li][CH2:9][CH2:10][CH2:11][CH3:12].[F:13][C:14]1[CH:19]=[CH:18][C:17]([C:20]2ON=C(C(=O)C)[N:21]=2)=[CH:16][CH:15]=1.C1C[O:31]CC1. (2) The reactants are Cl.[NH2:2][CH2:3][C:4]1[CH:11]=[CH:10][C:7]([C:8]#[N:9])=[CH:6][CH:5]=1.Br[C:13]1[CH:22]=[N:21][CH:20]=[CH:19][C:14]=1[C:15]([O:17][CH3:18])=[O:16]. No catalyst specified. The product is [C:8]([C:7]1[CH:10]=[CH:11][C:4]([CH2:3][NH:2][C:19]2[CH:20]=[N:21][CH:22]=[CH:13][C:14]=2[C:15]([O:17][CH3:18])=[O:16])=[CH:5][CH:6]=1)#[N:9]. The yield is 0.0400. (3) The reactants are [NH2:1][C:2]1[CH:7]=[CH:6][CH:5]=[CH:4][C:3]=1[S:8]([CH:11]([CH3:13])[CH3:12])(=[O:10])=[O:9].[H-].[Na+].[Cl:16][C:17]1[N:22]=[C:21](Cl)[C:20]([Cl:24])=[CH:19][N:18]=1. The catalyst is CN(C=O)C. The product is [Cl:16][C:17]1[N:22]=[C:21]([NH:1][C:2]2[CH:7]=[CH:6][CH:5]=[CH:4][C:3]=2[S:8]([CH:11]([CH3:13])[CH3:12])(=[O:10])=[O:9])[C:20]([Cl:24])=[CH:19][N:18]=1. The yield is 0.200. (4) The reactants are [CH2:1]([NH:4][CH2:5][CH2:6][CH3:7])[CH2:2][CH3:3].CCN=C=NCCCN(C)C.C(N(C(C)C)CC)(C)C.[Br:28][C:29]1[CH:30]=[CH:31][C:32]2=[C:33]([CH:50]=1)[N:34]=[C:35]([NH:42][C:43]([O:45][C:46]([CH3:49])([CH3:48])[CH3:47])=[O:44])[CH2:36][C:37]([C:39](O)=[O:40])=[CH:38]2.C1C=CC2N(O)N=NC=2C=1. The catalyst is C(Cl)Cl.CCOCC. The product is [Br:28][C:29]1[CH:30]=[CH:31][C:32]2=[C:33]([CH:50]=1)[N:34]=[C:35]([NH:42][C:43](=[O:44])[O:45][C:46]([CH3:47])([CH3:49])[CH3:48])[CH2:36][C:37]([C:39](=[O:40])[N:4]([CH2:5][CH2:6][CH3:7])[CH2:1][CH2:2][CH3:3])=[CH:38]2. The yield is 0.760. (5) The reactants are Br[C:2]1[CH:3]=[C:4]([CH2:8][CH2:9][NH:10][C:11](=[O:17])[O:12][C:13]([CH3:16])([CH3:15])[CH3:14])[CH:5]=[CH:6][CH:7]=1.[CH3:18][N:19](C=O)C. The catalyst is CCOC(C)=O.[C-]#N.[Zn+2].[C-]#N.C1C=CC([P]([Pd]([P](C2C=CC=CC=2)(C2C=CC=CC=2)C2C=CC=CC=2)([P](C2C=CC=CC=2)(C2C=CC=CC=2)C2C=CC=CC=2)[P](C2C=CC=CC=2)(C2C=CC=CC=2)C2C=CC=CC=2)(C2C=CC=CC=2)C2C=CC=CC=2)=CC=1. The product is [C:18]([C:2]1[CH:3]=[C:4]([CH2:8][CH2:9][NH:10][C:11](=[O:17])[O:12][C:13]([CH3:16])([CH3:15])[CH3:14])[CH:5]=[CH:6][CH:7]=1)#[N:19]. The yield is 0.643. (6) The reactants are [F:1][C:2]1[CH:7]=[C:6]([O:8][C:9]2[CH:14]=[CH:13][N:12]=[C:11]([C:15]3[CH:16]=[N:17][N:18]([CH3:20])[CH:19]=3)[CH:10]=2)[CH:5]=[CH:4][C:3]=1[NH2:21].C([O-])(O)=O.[Na+].Cl[C:28]([O:30][C:31]([CH3:33])=[CH2:32])=[O:29]. The catalyst is CCOC(C)=O. The product is [F:1][C:2]1[CH:7]=[C:6]([O:8][C:9]2[CH:14]=[CH:13][N:12]=[C:11]([C:15]3[CH:16]=[N:17][N:18]([CH3:20])[CH:19]=3)[CH:10]=2)[CH:5]=[CH:4][C:3]=1[NH:21][C:28](=[O:29])[O:30][C:31]([CH3:33])=[CH2:32]. The yield is 0.900.